From a dataset of Full USPTO retrosynthesis dataset with 1.9M reactions from patents (1976-2016). Predict the reactants needed to synthesize the given product. (1) Given the product [C:1]([O:5][C:6]([N:8]1[CH2:12][C@H:11]([Si:13]([C:26]([CH3:29])([CH3:28])[CH3:27])([C:20]2[CH:25]=[CH:24][CH:23]=[CH:22][CH:21]=2)[C:14]2[CH:15]=[CH:16][CH:17]=[CH:18][CH:19]=2)[CH2:10][C@:9]1([OH:32])[C:30](=[O:31])[CH3:34])=[O:7])([CH3:4])([CH3:2])[CH3:3], predict the reactants needed to synthesize it. The reactants are: [C:1]([O:5][C:6]([N:8]1[CH2:12][C@H:11]([Si:13]([C:26]([CH3:29])([CH3:28])[CH3:27])([C:20]2[CH:25]=[CH:24][CH:23]=[CH:22][CH:21]=2)[C:14]2[CH:19]=[CH:18][CH:17]=[CH:16][CH:15]=2)[CH2:10][C@:9]1([OH:32])[CH2:30][OH:31])=[O:7])([CH3:4])([CH3:3])[CH3:2].Cl.[CH3:34]NOC.C[Mg+].[Br-]. (2) Given the product [N:1]12[CH2:8][CH2:7][CH:4]([CH2:5][CH2:6]1)[CH:3]([O:9][C:10](=[O:23])[NH:11][C:12]([C:15]1[CH:20]=[CH:19][C:18]([F:21])=[C:17]([CH2:24][CH:25]([CH3:30])[CH3:26])[CH:16]=1)([CH3:14])[CH3:13])[CH2:2]2, predict the reactants needed to synthesize it. The reactants are: [N:1]12[CH2:8][CH2:7][CH:4]([CH2:5][CH2:6]1)[CH:3]([O:9][C:10](=[O:23])[NH:11][C:12]([C:15]1[CH:20]=[CH:19][C:18]([F:21])=[C:17](Br)[CH:16]=1)([CH3:14])[CH3:13])[CH2:2]2.[CH3:24][CH:25]([CH3:30])[CH2:26]B(O)O. (3) Given the product [C:1]([C:5]1[CH:6]=[CH:7][C:8]([N:11]2[CH2:17][CH2:18][C:19]([OH:21])=[C:13]([C:14]#[N:15])[C:12]2=[O:16])=[CH:9][CH:10]=1)([CH3:3])([CH3:4])[CH3:2], predict the reactants needed to synthesize it. The reactants are: [C:1]([C:5]1[CH:10]=[CH:9][C:8]([N:11]([CH2:17][CH2:18][C:19]([O:21]CC)=O)[C:12](=[O:16])[CH2:13][C:14]#[N:15])=[CH:7][CH:6]=1)([CH3:4])([CH3:3])[CH3:2]. (4) Given the product [CH3:25][C:12]1([NH:11][C:9](=[O:10])[O:8][CH2:1][C:2]2[CH:7]=[CH:6][CH:5]=[CH:4][CH:3]=2)[CH2:13][CH2:14][NH:15][CH2:16][CH2:17]1, predict the reactants needed to synthesize it. The reactants are: [CH2:1]([O:8][C:9]([NH:11][C:12]1([CH3:25])[CH2:17][CH2:16][N:15](C(OC(C)(C)C)=O)[CH2:14][CH2:13]1)=[O:10])[C:2]1[CH:7]=[CH:6][CH:5]=[CH:4][CH:3]=1.Cl.O1CCOCC1. (5) Given the product [C:8]([N:27]1[C:28]2[C:24](=[C:23]([CH3:31])[C:22]([O:21][C@H:18]3[CH2:17][CH2:16][C@H:15]([N:14]([CH3:32])[CH3:13])[CH2:20][CH2:19]3)=[CH:30][CH:29]=2)[CH:25]=[N:26]1)(=[O:10])[CH3:9], predict the reactants needed to synthesize it. The reactants are: C(N(CC)CC)C.[C:8](Cl)(=[O:10])[CH3:9].Cl.[CH3:13][N:14]([CH3:32])[C@H:15]1[CH2:20][CH2:19][C@H:18]([O:21][C:22]2[C:23]([CH3:31])=[C:24]3[C:28](=[CH:29][CH:30]=2)[NH:27][N:26]=[CH:25]3)[CH2:17][CH2:16]1.